Dataset: Reaction yield outcomes from USPTO patents with 853,638 reactions. Task: Predict the reaction yield, written as a fraction of the theoretical maximum amount of product (1.0 means a 100% yield; for example, 0.34 means a 34% yield). (1) The reactants are [N:1]1([C:7]2[C:8](OS(C(F)(F)F)(=O)=O)=[N:9][C:10]3[C:15]([N:16]=2)=[CH:14][C:13]([C:17]([O:19][CH3:20])=[O:18])=[CH:12][CH:11]=3)[CH2:6][CH2:5][CH2:4][CH2:3][CH2:2]1.[NH:29]1[C:37]2[C:32](=[CH:33][C:34](B(O)O)=[CH:35][CH:36]=2)[CH:31]=[CH:30]1.[O-]P([O-])([O-])=O.[K+].[K+].[K+].O. The catalyst is O1CCOCC1.C1C=CC([P]([Pd]([P](C2C=CC=CC=2)(C2C=CC=CC=2)C2C=CC=CC=2)([P](C2C=CC=CC=2)(C2C=CC=CC=2)C2C=CC=CC=2)[P](C2C=CC=CC=2)(C2C=CC=CC=2)C2C=CC=CC=2)(C2C=CC=CC=2)C2C=CC=CC=2)=CC=1. The product is [NH:29]1[C:37]2[C:32](=[CH:33][C:34]([C:8]3[C:7]([N:1]4[CH2:6][CH2:5][CH2:4][CH2:3][CH2:2]4)=[N:16][C:15]4[C:10](=[CH:11][CH:12]=[C:13]([C:17]([O:19][CH3:20])=[O:18])[CH:14]=4)[N:9]=3)=[CH:35][CH:36]=2)[CH:31]=[CH:30]1. The yield is 0.330. (2) The reactants are [CH3:1][C:2]1[CH:7]=[C:6]([C:8]2[CH:9]=[CH:10][C:11]3[N:17]4[CH2:18][C@H:14]([CH2:15][CH2:16]4)[NH:13][C:12]=3[N:19]=2)[CH:5]=[CH:4][N:3]=1.ClC(Cl)(O[C:24](=[O:30])OC(Cl)(Cl)Cl)Cl.C(N(CC)CC)C.[CH3:39][CH:40]1[CH2:44][CH2:43][NH:42][CH2:41]1. The catalyst is O1CCCC1. The product is [CH3:1][C:2]1[CH:7]=[C:6]([C:8]2[CH:9]=[CH:10][C:11]3[N:17]4[CH2:18][C@H:14]([CH2:15][CH2:16]4)[N:13]([C:24]([N:42]4[CH2:43][CH2:44][CH:40]([CH3:39])[CH2:41]4)=[O:30])[C:12]=3[N:19]=2)[CH:5]=[CH:4][N:3]=1. The yield is 0.0965. (3) The reactants are C([O:5][C:6](=[O:16])[CH:7]([CH2:11][S:12](Cl)(=[O:14])=[O:13])[CH:8]([CH3:10])[CH3:9])(C)(C)C.[N:17]1[CH:22]=[CH:21][CH:20]=[C:19]([C:23]2[CH:28]=[CH:27][C:26]([N:29]3[CH2:34][CH2:33][NH:32][CH2:31][CH2:30]3)=[CH:25][CH:24]=2)[CH:18]=1.C(N(CC)CC)C.FC(F)(F)C(O)=O. The catalyst is ClCCl. The product is [CH3:10][CH:8]([CH3:9])[CH:7]([CH2:11][S:12]([N:32]1[CH2:33][CH2:34][N:29]([C:26]2[CH:25]=[CH:24][C:23]([C:19]3[CH:18]=[N:17][CH:22]=[CH:21][CH:20]=3)=[CH:28][CH:27]=2)[CH2:30][CH2:31]1)(=[O:13])=[O:14])[C:6]([OH:5])=[O:16]. The yield is 0.930. (4) The product is [CH3:1][N:2]1[C:6]([C:7]2[CH:8]=[CH:9][C:10]([CH2:13][C:14]3([C:18]([OH:20])=[O:19])[CH2:17][CH2:16][CH2:15]3)=[CH:11][CH:12]=2)=[N:5][N:4]=[N:3]1. The yield is 0.570. The reactants are [CH3:1][N:2]1[C:6]([C:7]2[CH:12]=[CH:11][C:10]([CH2:13][C:14]3([C:18]([O:20]C)=[O:19])[CH2:17][CH2:16][CH2:15]3)=[CH:9][CH:8]=2)=[N:5][N:4]=[N:3]1.[OH-].[Na+]. The catalyst is C1COCC1.CO. (5) The reactants are [Cl-].[Al+3].[Cl-].[Cl-].[C:5](Cl)(=[O:7])[CH3:6].[Cl:9][C:10]1[CH:19]=[CH:18][C:17]([Cl:20])=[C:16]2[C:11]=1[C:12]([CH3:22])([CH3:21])[CH2:13][CH2:14][S:15]2. The catalyst is C(Cl)Cl. The product is [C:5]([C:19]1[C:10]([Cl:9])=[C:11]2[C:16](=[C:17]([Cl:20])[CH:18]=1)[S:15][CH2:14][CH2:13][C:12]2([CH3:22])[CH3:21])(=[O:7])[CH3:6]. The yield is 0.560. (6) The reactants are Cl.C(OC([C:12]1[C:20]2[C:15](=[CH:16][CH:17]=[C:18](OC3CCNC3)[CH:19]=2)[NH:14][C:13]=1C)=O)C1C=CC=CC=1.C(=O)C.C([BH3-])#[N:32].[Na+]. The catalyst is CO. The product is [NH:14]1[C:15]2[C:20](=[CH:19][CH:18]=[CH:17][CH:16]=2)[CH:12]=[C:13]1[NH2:32]. The yield is 0.100. (7) The reactants are [OH:1][C@H:2]1[C@@H:7]2[O:8][C:9]([CH3:13])([CH3:12])[O:10][CH2:11][C@H:6]2[O:5][C@@H:4]2[CH:14]([C:15]([O:17][CH2:18][CH3:19])=[O:16])[C@H:3]12.[H-].[Na+].[S:22](Cl)(=[O:25])(=[O:24])[NH2:23]. The catalyst is CN(C=O)C. The product is [CH3:12][C:9]1([CH3:13])[O:8][C@H:7]2[C@H:2]([O:1][S:22](=[O:25])(=[O:24])[NH2:23])[C@H:3]3[CH:14]([C:15]([O:17][CH2:18][CH3:19])=[O:16])[C@H:4]3[O:5][C@@H:6]2[CH2:11][O:10]1. The yield is 0.770.